Dataset: Full USPTO retrosynthesis dataset with 1.9M reactions from patents (1976-2016). Task: Predict the reactants needed to synthesize the given product. (1) Given the product [CH2:3]([O:10][C:26]1[C:21]([C:19]2[CH:18]=[CH:17][C:16]3[O:11][CH2:12][CH2:13][CH2:14][C:15]=3[CH:20]=2)=[C:22]([C:32](=[O:36])[C:33]([O:35][CH3:37])=[O:34])[C:23]([C:28]([F:31])([F:30])[F:29])=[CH:24][CH:25]=1)[C:4]1[CH:9]=[CH:8][CH:7]=[CH:6][CH:5]=1, predict the reactants needed to synthesize it. The reactants are: [H-].[Na+].[CH2:3]([OH:10])[C:4]1[CH:9]=[CH:8][CH:7]=[CH:6][CH:5]=1.[O:11]1[C:16]2[CH:17]=[CH:18][C:19]([C:21]3[C:26](F)=[CH:25][CH:24]=[C:23]([C:28]([F:31])([F:30])[F:29])[C:22]=3[C:32](=[O:36])[C:33]([OH:35])=[O:34])=[CH:20][C:15]=2[CH2:14][CH2:13][CH2:12]1.[CH3:37][Si](C=[N+]=[N-])(C)C.C(OCC)C. (2) Given the product [CH2:1]([O:3][C:4](=[O:18])[C:5]([CH3:6])([O:8][C:9]1[CH:14]=[CH:13][C:12]([CH2:15][NH:16][C:22]([C:21]2[C:20]([CH3:19])=[N:28][C:27]([C:29]3[CH:34]=[CH:33][C:32]([C:35]([F:38])([F:36])[F:37])=[CH:31][CH:30]=3)=[CH:26][CH:25]=2)=[O:23])=[CH:11][C:10]=1[CH3:17])[CH3:7])[CH3:2], predict the reactants needed to synthesize it. The reactants are: [CH2:1]([O:3][C:4](=[O:18])[C:5]([O:8][C:9]1[CH:14]=[CH:13][C:12]([CH2:15][NH2:16])=[CH:11][C:10]=1[CH3:17])([CH3:7])[CH3:6])[CH3:2].[CH3:19][C:20]1[N:28]=[C:27]([C:29]2[CH:34]=[CH:33][C:32]([C:35]([F:38])([F:37])[F:36])=[CH:31][CH:30]=2)[CH:26]=[CH:25][C:21]=1[C:22](O)=[O:23].COC(=O)C1C=CC(C2C=CC(C(F)(F)F)=CC=2)=NC=1C. (3) Given the product [Cl:1][C:2]1[CH:7]=[C:6]([F:8])[C:5]([N:9]2[C:14](=[O:15])[CH:13]=[C:12]([C:16]([F:18])([F:19])[F:17])[NH:11][C:10]2=[O:20])=[C:4]([N+:28]([O-:30])=[O:29])[C:3]=1[O:21][CH3:22], predict the reactants needed to synthesize it. The reactants are: [Cl:1][C:2]1[CH:7]=[C:6]([F:8])[C:5]([N:9]2[C:14](=[O:15])[CH:13]=[C:12]([C:16]([F:19])([F:18])[F:17])[NH:11][C:10]2=[O:20])=[CH:4][C:3]=1[O:21][CH3:22].S(=O)(=O)(O)O.[N+:28]([O-])([OH:30])=[O:29].